Dataset: Catalyst prediction with 721,799 reactions and 888 catalyst types from USPTO. Task: Predict which catalyst facilitates the given reaction. (1) Reactant: [CH2:1]([O:3][C:4]([C:6]1[O:7][C:8]2[CH:15]=[CH:14][C:13]([Cl:16])=[C:12]([OH:17])[C:9]=2[C:10]=1[CH3:11])=[O:5])[CH3:2].[CH:18](Br)([CH3:20])[CH3:19].C([O-])([O-])=O.[K+].[K+]. Product: [CH2:1]([O:3][C:4]([C:6]1[O:7][C:8]2[CH:15]=[CH:14][C:13]([Cl:16])=[C:12]([O:17][CH:18]([CH3:20])[CH3:19])[C:9]=2[C:10]=1[CH3:11])=[O:5])[CH3:2]. The catalyst class is: 3. (2) Reactant: [CH:1]1([CH2:6][CH2:7][CH2:8][CH2:9][CH2:10][CH2:11]O)[CH2:5][CH2:4][CH2:3][CH2:2]1.C1(P(C2C=CC=CC=2)C2C=CC=CC=2)C=CC=CC=1.C1C(=O)N([Br:39])C(=O)C1. Product: [Br:39][CH2:11][CH2:10][CH2:9][CH2:8][CH2:7][CH2:6][CH:1]1[CH2:5][CH2:4][CH2:3][CH2:2]1. The catalyst class is: 3.